Predict which catalyst facilitates the given reaction. From a dataset of Catalyst prediction with 721,799 reactions and 888 catalyst types from USPTO. (1) Reactant: Br[C:2]1[CH:3]=[N:4][C:5]2[C:10]([CH:11]=1)=[C:9]([O:12][CH3:13])[CH:8]=[CH:7][CH:6]=2.[CH3:14][S:15]SC. Product: [CH3:13][O:12][C:9]1[CH:8]=[CH:7][CH:6]=[C:5]2[C:10]=1[CH:11]=[C:2]([S:15][CH3:14])[CH:3]=[N:4]2. The catalyst class is: 1. (2) Reactant: [CH3:1][N:2]([CH2:4][C:5]1[C:13]2[O:12][N:11]=[C:10]([CH2:14][CH2:15][CH:16]3[CH2:21][CH2:20][N:19]([CH2:22][C:23]4[CH:28]=[CH:27][CH:26]=[C:25]([CH:29]5[CH2:31][CH2:30]5)[N:24]=4)[CH2:18][CH2:17]3)[C:9]=2[CH:8]=[CH:7][C:6]=1[O:32][CH2:33][CH:34]1[CH2:36][CH2:35]1)[CH3:3].[ClH:37]. Product: [ClH:37].[ClH:37].[CH3:1][N:2]([CH2:4][C:5]1[C:13]2[O:12][N:11]=[C:10]([CH2:14][CH2:15][CH:16]3[CH2:17][CH2:18][N:19]([CH2:22][C:23]4[CH:28]=[CH:27][CH:26]=[C:25]([CH:29]5[CH2:30][CH2:31]5)[N:24]=4)[CH2:20][CH2:21]3)[C:9]=2[CH:8]=[CH:7][C:6]=1[O:32][CH2:33][CH:34]1[CH2:35][CH2:36]1)[CH3:3]. The catalyst class is: 5.